From a dataset of Catalyst prediction with 721,799 reactions and 888 catalyst types from USPTO. Predict which catalyst facilitates the given reaction. (1) Reactant: C(OC(=O)[NH:10][CH2:11][CH2:12][CH2:13][C@H:14]([NH:17][C:18]([O:20][C:21]([CH3:24])([CH3:23])[CH3:22])=[O:19])[CH2:15][OH:16])C1C=CC=CC=1. Product: [C:21]([O:20][C:18](=[O:19])[NH:17][C@H:14]([CH2:15][OH:16])[CH2:13][CH2:12][CH2:11][NH2:10])([CH3:24])([CH3:22])[CH3:23]. The catalyst class is: 29. (2) Reactant: [CH2:1]([O:8][C:9]1[CH:10]=[C:11]([CH:20]([OH:27])[C:21]2[CH:26]=[CH:25][CH:24]=[CH:23][CH:22]=2)[CH:12]=[C:13]2[C:18]=1[N:17]=[CH:16][NH:15][C:14]2=[O:19])[C:2]1[CH:7]=[CH:6][CH:5]=[CH:4][CH:3]=1. Product: [C:20]([C:11]1[CH:12]=[C:13]2[C:18](=[C:9]([O:8][CH2:1][C:2]3[CH:3]=[CH:4][CH:5]=[CH:6][CH:7]=3)[CH:10]=1)[N:17]=[CH:16][NH:15][C:14]2=[O:19])(=[O:27])[C:21]1[CH:26]=[CH:25][CH:24]=[CH:23][CH:22]=1. The catalyst class is: 327. (3) Reactant: [Br:1][C:2]1[C:3]2[C:4]([S:21][C:22]3[CH:27]=[CH:26][C:25]([Cl:28])=[CH:24][CH:23]=3)=[C:5]3[CH:15]([CH2:16][C:17]([O:19][CH3:20])=[O:18])[CH2:14][CH2:13][N:6]3[C:7]=2[CH:8]=[C:9]([CH:11]=[CH2:12])[CH:10]=1.[CH2:29]1COCC1. Product: [Br:1][C:2]1[C:3]2[C:4]([S:21][C:22]3[CH:23]=[CH:24][C:25]([Cl:28])=[CH:26][CH:27]=3)=[C:5]3[CH:15]([CH2:16][C:17]([O:19][CH3:20])=[O:18])[CH2:14][CH2:13][N:6]3[C:7]=2[CH:8]=[C:9]([CH:11]2[CH2:29][CH2:12]2)[CH:10]=1. The catalyst class is: 167.